Dataset: Full USPTO retrosynthesis dataset with 1.9M reactions from patents (1976-2016). Task: Predict the reactants needed to synthesize the given product. (1) Given the product [CH2:18]([O:17][C:15](=[O:16])[CH2:14][CH2:13][CH:12]([CH2:25][I:39])[CH2:11][CH2:10][C:9]([O:8][CH2:1][C:2]1[CH:3]=[CH:4][CH:5]=[CH:6][CH:7]=1)=[O:26])[C:19]1[CH:24]=[CH:23][CH:22]=[CH:21][CH:20]=1, predict the reactants needed to synthesize it. The reactants are: [CH2:1]([O:8][C:9](=[O:26])[CH2:10][CH2:11][C:12](=[CH2:25])[CH2:13][CH2:14][C:15]([O:17][CH2:18][C:19]1[CH:24]=[CH:23][CH:22]=[CH:21][CH:20]=1)=[O:16])[C:2]1[CH:7]=[CH:6][CH:5]=[CH:4][CH:3]=1.B.C1COCC1.CC([O-])=O.[Na+].[Na+].[I-:39].CC1C=CC(S(NCl)(=O)=O)=CC=1. (2) Given the product [NH2:1][C:2]1[C:10]2[CH2:9][CH2:8][N:7]([C:11]3[CH:16]=[CH:15][C:14]([CH3:17])=[CH:13][CH:12]=3)[C:6](=[O:18])[C:5]=2[N:4]([C:19](=[O:22])[CH2:37][CH2:36][N:33]2[CH2:34][CH2:35][N:30]([CH2:29][C:28]3[CH:41]=[CH:42][C:43]([O:47][CH3:48])=[C:44]([O:45][CH3:46])[C:27]=3[O:26][CH3:25])[CH2:31][CH2:32]2)[N:3]=1, predict the reactants needed to synthesize it. The reactants are: [NH2:1][C:2]1[C:10]2[CH2:9][CH2:8][N:7]([C:11]3[CH:16]=[CH:15][C:14]([CH3:17])=[CH:13][CH:12]=3)[C:6](=[O:18])[C:5]=2[NH:4][N:3]=1.[C:19](=[O:22])([O-])[O-].[K+].[K+].[CH3:25][O:26][C:27]1[C:44]([O:45][CH3:46])=[C:43]([O:47][CH3:48])[CH:42]=[CH:41][C:28]=1[CH2:29][N:30]1[CH2:35][CH2:34][N:33]([C:36](=O)[CH2:37]CCl)[CH2:32][CH2:31]1. (3) Given the product [CH:18]1([S:21]([N:24]2[CH:28]=[C:27]([C:29]3[N:34]=[C:33]([NH:35][C:2]4[N:7]=[CH:6][C:5]5[N:8]=[C:9]([CH2:16][OH:17])[N:10]([CH:11]([CH2:13][CH2:14][CH3:15])[CH3:12])[C:4]=5[CH:3]=4)[CH:32]=[CH:31][N:30]=3)[CH:26]=[N:25]2)(=[O:22])=[O:23])[CH2:20][CH2:19]1, predict the reactants needed to synthesize it. The reactants are: Br[C:2]1[N:7]=[CH:6][C:5]2[N:8]=[C:9]([CH2:16][OH:17])[N:10]([CH:11]([CH2:13][CH2:14][CH3:15])[CH3:12])[C:4]=2[CH:3]=1.[CH:18]1([S:21]([N:24]2[CH:28]=[C:27]([C:29]3[N:34]=[C:33]([NH2:35])[CH:32]=[CH:31][N:30]=3)[CH:26]=[N:25]2)(=[O:23])=[O:22])[CH2:20][CH2:19]1.C1(P(C2C=CC=CC=2)C2C3OC4C(=CC=CC=4P(C4C=CC=CC=4)C4C=CC=CC=4)C(C)(C)C=3C=CC=2)C=CC=CC=1.C(=O)([O-])[O-].[Cs+].[Cs+]. (4) The reactants are: [CH3:1][N:2]([CH3:21])[C:3]1[N:4]=[C:5]([NH:19][CH3:20])[C:6]2[N:12]=[C:11]([NH:13][CH2:14][CH2:15][CH3:16])[N:10]=[C:9]([NH:17]C)[C:7]=2[N:8]=1.Cl.[CH2:23](OCC)C.Cl.[Cl:29]C1N=C(NCCC)C2N=C(NC)N=C(NCCC)C=2N=1. Given the product [ClH:29].[CH3:1][N:2]([CH3:21])[C:3]1[N:4]=[C:5]([NH:19][CH3:20])[C:6]2[N:12]=[C:11]([N:13]([CH3:23])[CH2:14][CH2:15][CH3:16])[N:10]=[C:9]([NH2:17])[C:7]=2[N:8]=1, predict the reactants needed to synthesize it. (5) Given the product [NH2:14][C:16]1[CH:17]=[C:18]2[C:23](=[CH:24][C:25]=1[F:26])[C:22](=[O:27])[N:21]([C:28]1[CH:29]=[CH:30][C:31]([NH:7][C:5]([NH:4][S:1]([C:39]3[S:40][CH:41]=[C:37]([Cl:36])[CH:38]=3)(=[O:3])=[O:2])=[O:6])=[CH:32][CH:33]=1)[CH:20]=[CH:19]2, predict the reactants needed to synthesize it. The reactants are: [S:1](=[N:4][C:5]([NH2:7])=[O:6])(=[O:3])=[O:2].C(OC(=O)[N:14]([C:16]1[CH:17]=[C:18]2[C:23](=[CH:24][C:25]=1[F:26])[C:22](=[O:27])[N:21]([C:28]1[CH:33]=[CH:32][C:31](N)=[CH:30][CH:29]=1)[CH:20]=[CH:19]2)C)(C)(C)C.[Cl:36][C:37]1[CH:38]=[C:39](S(N)(=O)=O)[S:40][CH:41]=1.